Predict which catalyst facilitates the given reaction. From a dataset of Catalyst prediction with 721,799 reactions and 888 catalyst types from USPTO. Reactant: Cl.Cl.[CH:3]([C@H:16]1[N:21]2[CH2:22][CH2:23][N:24]([C:26]([O:28][CH2:29][C:30]3[CH:35]=[CH:34][CH:33]=[CH:32][CH:31]=3)=[O:27])[CH2:25][C@H:20]2[CH2:19][NH:18][CH2:17]1)([C:10]1[CH:15]=[CH:14][CH:13]=[CH:12][CH:11]=1)[C:4]1[CH:9]=[CH:8][CH:7]=[CH:6][CH:5]=1.C(N(CC)CC)C.[C:43](O[C:43]([O:45][C:46]([CH3:49])([CH3:48])[CH3:47])=[O:44])([O:45][C:46]([CH3:49])([CH3:48])[CH3:47])=[O:44].Cl. Product: [CH:3]([C@H:16]1[N:21]2[CH2:22][CH2:23][N:24]([C:26]([O:28][CH2:29][C:30]3[CH:35]=[CH:34][CH:33]=[CH:32][CH:31]=3)=[O:27])[CH2:25][C@H:20]2[CH2:19][N:18]([C:43]([O:45][C:46]([CH3:49])([CH3:48])[CH3:47])=[O:44])[CH2:17]1)([C:10]1[CH:11]=[CH:12][CH:13]=[CH:14][CH:15]=1)[C:4]1[CH:9]=[CH:8][CH:7]=[CH:6][CH:5]=1. The catalyst class is: 46.